Dataset: Catalyst prediction with 721,799 reactions and 888 catalyst types from USPTO. Task: Predict which catalyst facilitates the given reaction. (1) Reactant: [CH3:1][C:2]1([CH:7]([CH2:11][CH3:12])[C:8]([OH:10])=O)[O:6][CH2:5][CH2:4][O:3]1.C(Cl)(=O)C(Cl)=O.N1C=CC=CC=1.[F:25][C:26]1[CH:27]=[C:28]([CH2:32][CH2:33][NH2:34])[CH:29]=[CH:30][CH:31]=1. Product: [F:25][C:26]1[CH:27]=[C:28]([CH2:32][CH2:33][NH:34][C:8](=[O:10])[CH:7]([C:2]2([CH3:1])[O:3][CH2:4][CH2:5][O:6]2)[CH2:11][CH3:12])[CH:29]=[CH:30][CH:31]=1. The catalyst class is: 2. (2) Reactant: [F:1][C:2]1[CH:7]=[CH:6][CH:5]=[C:4]([F:8])[C:3]=1[OH:9].[Br:10][CH2:11][CH2:12]Br.C(=O)([O-])[O-].[K+].[K+]. The catalyst class is: 10. Product: [Br:10][CH2:11][CH2:12][O:9][C:3]1[C:2]([F:1])=[CH:7][CH:6]=[CH:5][C:4]=1[F:8]. (3) Reactant: [CH2:1]([O:8][C:9]1[C:24]([O:25][CH3:26])=[CH:23][C:12]([CH2:13][C:14]2[C:22]3[C:17](=[N:18][CH:19]=[CH:20][CH:21]=3)[NH:16][CH:15]=2)=[C:11]([F:27])[CH:10]=1)[C:2]1[CH:7]=[CH:6][CH:5]=[CH:4][CH:3]=1.[H-].[Na+].[CH:30]([Si:33](Cl)([CH:37]([CH3:39])[CH3:38])[CH:34]([CH3:36])[CH3:35])([CH3:32])[CH3:31].O. Product: [CH2:1]([O:8][C:9]1[C:24]([O:25][CH3:26])=[CH:23][C:12]([CH2:13][C:14]2[C:22]3[C:17](=[N:18][CH:19]=[CH:20][CH:21]=3)[N:16]([Si:33]([CH:37]([CH3:39])[CH3:38])([CH:34]([CH3:36])[CH3:35])[CH:30]([CH3:32])[CH3:31])[CH:15]=2)=[C:11]([F:27])[CH:10]=1)[C:2]1[CH:3]=[CH:4][CH:5]=[CH:6][CH:7]=1. The catalyst class is: 9. (4) The catalyst class is: 7. Reactant: [Si]([O:8][CH2:9][C@:10]1([C:25]([O:27][C:28]([CH3:31])([CH3:30])[CH3:29])=[O:26])[CH:14]([CH3:15])[C:13](=[O:16])[N:12]([C@@H:17]([C:19]2[CH:24]=[CH:23][CH:22]=[CH:21][CH:20]=2)[CH3:18])[CH2:11]1)(C(C)(C)C)(C)C.[F-].C([N+](CCCC)(CCCC)CCCC)CCC. Product: [OH:8][CH2:9][C@:10]1([C:25]([O:27][C:28]([CH3:30])([CH3:29])[CH3:31])=[O:26])[CH:14]([CH3:15])[C:13](=[O:16])[N:12]([C@@H:17]([C:19]2[CH:24]=[CH:23][CH:22]=[CH:21][CH:20]=2)[CH3:18])[CH2:11]1. (5) Reactant: [C:1]([O:5][C:6](=[O:19])[NH:7][C:8]1[CH:13]=[C:12](Cl)[C:11]([CH3:15])=[CH:10][C:9]=1[N+:16]([O-:18])=[O:17])([CH3:4])([CH3:3])[CH3:2].[NH:20]1[CH2:24][CH2:23][CH2:22][CH2:21]1. Product: [C:1]([O:5][C:6](=[O:19])[NH:7][C:8]1[CH:13]=[C:12]([N:20]2[CH2:24][CH2:23][CH2:22][CH2:21]2)[C:11]([CH3:15])=[CH:10][C:9]=1[N+:16]([O-:18])=[O:17])([CH3:4])([CH3:3])[CH3:2]. The catalyst class is: 16. (6) Reactant: [CH:1]1([C:4]2[CH:5]=[C:6](N)[CH:7]=[CH:8][C:9]=2[F:10])[CH2:3][CH2:2]1.[I-:12].[Cs+].II.N(OCCC(C)C)=O. Product: [CH:1]1([C:4]2[CH:5]=[C:6]([I:12])[CH:7]=[CH:8][C:9]=2[F:10])[CH2:3][CH2:2]1. The catalyst class is: 57. (7) Reactant: [CH3:1][C@H:2]1[CH2:7][O:6][CH2:5][CH2:4][N:3]1[C:8]1[CH:13]=[C:12]([CH2:14][S:15]([CH3:18])(=[O:17])=[O:16])[N:11]=[C:10]([C:19]2[CH:27]=[C:26]3[C:22]([CH:23]=[C:24]([C:33]([O:35][C:36](C)(C)[CH3:37])=[O:34])[N:25]3C(OCC)=O)=[CH:21][CH:20]=2)[N:9]=1. Product: [CH3:1][C@H:2]1[CH2:7][O:6][CH2:5][CH2:4][N:3]1[C:8]1[CH:13]=[C:12]([CH2:14][S:15]([CH3:18])(=[O:17])=[O:16])[N:11]=[C:10]([C:19]2[CH:27]=[C:26]3[C:22]([CH:23]=[C:24]([C:33]([O:35][CH2:36][CH3:37])=[O:34])[NH:25]3)=[CH:21][CH:20]=2)[N:9]=1. The catalyst class is: 137.